This data is from B-cell epitopes from IEDB database with 3,159 antigens for binding position prediction. The task is: Token-level Classification. Given an antigen amino acid sequence, predict which amino acid positions are active epitope sites capable of antibody binding. Output is a list of indices for active positions. (1) Given the antigen sequence: MLLSVPLLLGLLGLAVAEPAVYFKEQFLDGDGWTSRWIESKHKSDFGKFVLSSGKFYGDEEKDKGLQTSQDARFYALSASFEPFSNKGQTLVVQFTVKHEQNIDCGGGYVKLFPNSLDQTDMHGDSEYNIMFGPDICGPGTKKVHVIFNYKGKNVLINKDIRCKDDEFTHLYTLIVRPDNTYEVKIDNSQVESGSLEDDWDFLPPKKIKDPDASKPEDWDERAKIDDPTDSKPEDWDKPEHIPDPDAKKPEDWDEEMDGEWEPPVIQNPEYKGEWKPRQIDNPDYKGTWIHPEIDNPEYSPDPSIYAYDNFGVLGLDLWQVKSGTIFDNFLITNDEAYAEEFGNETWGVTKAAEKQMKDKQDEEQRLKEEEEDKKRKEEEEAEDKEDDEDKDEDEEDEEDKEEDEEEDVPGQAKDEL, which amino acid positions are active epitope sites? The epitope positions are: [325, 326, 327, 328, 329, 330, 331, 332, 333, 334]. The amino acids at these positions are: IFDNFLITND. (2) Given the antigen sequence: MQRAAMYEEGPPPSYESVVSAAPVAAALGSPFDAPLDPPFVPPRYLRPTGGRNSIRYSELAPLFDTTRVYLVDNKSTDVASLNYQNDHSNFLTTVIQNNDYSPGEASTQTINLDDRSHWGGDLKTILHTNMPNVNEFMFTNKFKARVMVSRSLTKDKQVELKYEWVEFTLPEGNYSETMTIDLMNNAIVEHYLKVGRQNGVLESDIGVKFDTRNFRLGFDPVTGLVMPGVYTNEAFHPDIILLPGCGVDFTHSRLSNLLGIRKRQPFQEGFRITYDDLEGGNIPALLDVDAYQASLKDDTEQGGDGAGGGNNSGSGAEENSNAAAAAMQPVEDMNDHAIRGDTFATRAEEKRAEAEAAAEAAAPAAQPEVEKPQKKPVIKPLTEDSKKRSYNLISNDSTFTQYRSWYLAYNYGDPQTGIRSWTLLCTPDVTCGSEQVYWSLPDMMQDPVTFRSTSQISNFPVVGAELLPVHSKSFYNDQAVYSQLIRQFTSLTHVFNRFP..., which amino acid positions are active epitope sites? The epitope positions are: [338, 339, 340, 341, 342, 343, 344, 345, 346]. The amino acids at these positions are: IRGDTFATR. (3) Given the antigen sequence: MTAVDDSKDGFSMTAPPGGIYGPGSYGSNPYGQEPNWGGQPPGGQPPGGQPQGGPYPQPGQYPAGGPYPYPPPGGGYPYPGGPYPGGPYPGAPYPGPGQPFGPGGPYSPGPPPGGPGSKLPWLIVAGLVVLAVIALVATLVVMKGGHGSKPSGATPSSTSTSVSQPKNSAQNATDCTPNVSGGDMPRSDSIAAGKLSFPANAAPSGWTVFSDDQGPNLIGALGVAQDVPGANQWMMTAEVGVTNFVPSMDLTAQATKLMQCLANGPGYANAMPTLGPIKTSPITVDGTKAVRADADVTIADPTRNVKGDSVTIIAVDTKPVSVFIGSTPIGDSASAGLIGKIIAALKVAKS, which amino acid positions are active epitope sites? The epitope positions are: [294, 295, 296, 297, 298, 299, 300, 301, 302]. The amino acids at these positions are: ADVTIADPT. (4) The epitope positions are: [432, 433, 434, 435, 436, 437, 438, 439, 440, 441, 442]. The amino acids at these positions are: ATREGVKAAIP. Given the antigen sequence: MATLLKSLALFKRNKDKAPTASGSGGAIRGIKNVIIVPIPGDSSIITRSRLLDRLVRLAGDPDINGSKLTGVMISMLSLFVESPGQLIQRITDDPDVSIRLVEVVQSTRSQSGLTFASRGADLDNEADMYFSTEGPSSGGKKRINWFENREIIDIEVQDPEEFNMLLASILAQVWILLAKAVTAPDTAADSELKRWVKYTQQRRVIGEFRLDKGWLDAVRNRIAEDLSLRRFMVSLILDIKRTPGNKPRIAEMICDIDNYIVEAGLASFILTIKFGIETMYPALGLHEFAGELSTIESLMNLYQQLGEVAPYMVILENSIQNKFSAGAYPLLWSYAMGVGVGLENSMGGLNFGRSYFDPAYFRLGQEMVRRSAGKVSSVIAAELGITAEEAKLVSEIASQAGDERTARGTGPRQAQVSFLQHKTGEGESSAPATREGVKAAIPNGSEERDRKQTRSGRPRGETPSQLLLEIMPEDEVSRESGQNPREAQRSAEALFRLQA..., which amino acid positions are active epitope sites? (5) The epitope positions are: [348, 349, 350, 351, 352, 353, 354, 355, 356, 357, 358, 359, 360, 361, 362, 363, 364, 365]. The amino acids at these positions are: QRMSNASGGGGGGMRQNE. Given the antigen sequence: MYTSLNRHYPDLLRTFYKKSLQGVARSVPKDEGGASKRFGGAGKMARKTEAGEEEPTVADRTSDVESELEEFPPYVDPTEEQEVCLDPIRALRIPRSRFHTVKELTLCRKGITRLHSNVQLLKNLDTLIIRHNRLRQIDFLIPPRNSRDVFSDSRVYEESALVDIPHGTLRGCRFLRRLYASHNCLQTLDGDVPYLRYLEVLFLAHNRLSNLNAVSAQLRPLKCLRELDLRGNPLCDEEGYRLFLIHEHPHLEVLDRRVVRDEERKEAIAYFASGAGGAGRHRGHGHHATGSVADLAEPATGLRLTLTEPFSAGERNEGRNDVNPTKGNKKNSGPSAMEQPLVSALPRQRMSNASGGGGGGMRQNEKTKFLVAFLRTYTPPVVGEVVASPRQAIFQPSACERLLEEKVWRDKQLKSKRQQKKTQELAAEQQELREKHQAFHATWALSRRGMPLSAEKWEMLTKAVESSNNTSLPDTQPAPQRRVSLRRRSIAVRQPSTEQ..., which amino acid positions are active epitope sites?